Dataset: Reaction yield outcomes from USPTO patents with 853,638 reactions. Task: Predict the reaction yield, written as a fraction of the theoretical maximum amount of product (1.0 means a 100% yield; for example, 0.34 means a 34% yield). (1) The reactants are [OH:1][C:2]1[CH:7]=[C:6]([OH:8])[CH:5]=[CH:4][C:3]=1[C:9](=[O:17])[CH2:10][C:11]1[CH:16]=[CH:15][CH:14]=[CH:13][CH:12]=1.[CH2:18](O)[C:19]1[CH:24]=[CH:23][CH:22]=[CH:21][CH:20]=1. No catalyst specified. The product is [OH:1][C:2]1[CH:7]=[C:6]([O:8][CH2:18][C:19]2[CH:24]=[CH:23][CH:22]=[CH:21][CH:20]=2)[CH:5]=[CH:4][C:3]=1[C:9](=[O:17])[CH2:10][C:11]1[CH:12]=[CH:13][CH:14]=[CH:15][CH:16]=1. The yield is 0.870. (2) The reactants are [F:1][C:2]1[CH:22]=[C:21]([N+:23]([O-])=O)[CH:20]=[CH:19][C:3]=1[O:4][C:5]1[N:10]=[CH:9][N:8]=[C:7]([NH:11][C:12]([N:14]2[CH2:18][CH2:17][CH2:16][CH2:15]2)=[O:13])[CH:6]=1.[Cl-].[NH4+].C(OCC)(=O)C.O1CCCC1. The catalyst is C(O)C.O.[Fe]. The product is [NH2:23][C:21]1[CH:20]=[CH:19][C:3]([O:4][C:5]2[N:10]=[CH:9][N:8]=[C:7]([NH:11][C:12]([N:14]3[CH2:18][CH2:17][CH2:16][CH2:15]3)=[O:13])[CH:6]=2)=[C:2]([F:1])[CH:22]=1. The yield is 0.886. (3) The reactants are [O:1]1[C:5]2[CH:6]=[CH:7][C:8]([C:10]3[CH:15]=[CH:14][C:13]([C:16]4[N:21]=[C:20]([O:22][CH2:23][CH2:24][CH2:25][CH2:26][CH2:27][O:28][C:29]5[CH:34]=[CH:33][CH:32]=[CH:31][C:30]=5[CH2:35][CH:36]([NH:41][C:42]([O:44][C:45]([CH3:48])([CH3:47])[CH3:46])=[O:43])[C:37]([O:39]C)=[O:38])[CH:19]=[CH:18][CH:17]=4)=[CH:12][CH:11]=3)=[CH:9][C:4]=2[O:3][CH2:2]1.O.[OH-].[Li+]. The catalyst is O1CCCC1.O. The product is [O:1]1[C:5]2[CH:6]=[CH:7][C:8]([C:10]3[CH:11]=[CH:12][C:13]([C:16]4[N:21]=[C:20]([O:22][CH2:23][CH2:24][CH2:25][CH2:26][CH2:27][O:28][C:29]5[CH:34]=[CH:33][CH:32]=[CH:31][C:30]=5[CH2:35][CH:36]([NH:41][C:42]([O:44][C:45]([CH3:48])([CH3:47])[CH3:46])=[O:43])[C:37]([OH:39])=[O:38])[CH:19]=[CH:18][CH:17]=4)=[CH:14][CH:15]=3)=[CH:9][C:4]=2[O:3][CH2:2]1. The yield is 0.980. (4) The reactants are [OH:1][C:2]1[CH:11]=[C:10]([O:12][CH3:13])[CH:9]=[C:8](/[CH:14]=[CH:15]/[C:16]2[CH:21]=[CH:20][CH:19]=[CH:18][CH:17]=2)[C:3]=1[C:4]([O:6][CH3:7])=[O:5].[Na].[CH2:23](Br)[CH2:24][C:25]([CH3:27])=[CH2:26]. The catalyst is CCOCC. The product is [OH:1][C:2]1[C:11]([CH2:23][CH2:24][C:25]([CH3:27])=[CH2:26])=[C:10]([O:12][CH3:13])[CH:9]=[C:8](/[CH:14]=[CH:15]/[C:16]2[CH:17]=[CH:18][CH:19]=[CH:20][CH:21]=2)[C:3]=1[C:4]([O:6][CH3:7])=[O:5]. The yield is 0.610. (5) The reactants are [CH2:1]([O:4][CH2:5][C:6]([CH2:37][O:38][CH2:39][CH2:40][O:41][CH2:42][CH2:43][O:44][CH2:45][CH2:46][O:47][CH2:48][CH2:49][O:50][CH3:51])([CH2:22][O:23][CH2:24][CH2:25][O:26][CH2:27][CH2:28][O:29][CH2:30][CH2:31][O:32][CH2:33][CH2:34][O:35][CH3:36])[CH2:7][O:8][CH2:9][CH2:10][O:11][CH2:12][CH2:13][O:14][CH2:15][CH2:16][O:17][CH2:18][CH2:19][O:20][CH3:21])[CH:2]=[CH2:3].[CH3:52][O:53][SiH:54]([O:57][CH3:58])[O:55][CH3:56].C. The catalyst is C1(C)C=CC=CC=1. The product is [CH3:52][O:53][Si:54]([O:57][CH3:58])([CH2:3][CH2:2][CH2:1][O:4][CH2:5][C:6]([CH2:37][O:38][CH2:39][CH2:40][O:41][CH2:42][CH2:43][O:44][CH2:45][CH2:46][O:47][CH2:48][CH2:49][O:50][CH3:51])([CH2:7][O:8][CH2:9][CH2:10][O:11][CH2:12][CH2:13][O:14][CH2:15][CH2:16][O:17][CH2:18][CH2:19][O:20][CH3:21])[CH2:22][O:23][CH2:24][CH2:25][O:26][CH2:27][CH2:28][O:29][CH2:30][CH2:31][O:32][CH2:33][CH2:34][O:35][CH3:36])[O:55][CH3:56]. The yield is 0.960. (6) The reactants are [Cl:1][C:2]1[CH:10]=[CH:9][C:5]([C:6](Cl)=[O:7])=[CH:4][C:3]=1[N+:11]([O-:13])=[O:12].[NH2:14][C:15]1[CH:20]=[CH:19][C:18]([Cl:21])=[CH:17][N:16]=1.C(N(CC)C(C)C)(C)C. The catalyst is C(Cl)Cl. The product is [Cl:1][C:2]1[CH:10]=[CH:9][C:5]([C:6]([NH:14][C:15]2[CH:20]=[CH:19][C:18]([Cl:21])=[CH:17][N:16]=2)=[O:7])=[CH:4][C:3]=1[N+:11]([O-:13])=[O:12]. The yield is 0.420. (7) The reactants are C(N(CC)C([S:6][C:7]1[CH:8]=[N:9][CH:10]=[CH:11][C:12]=1[NH:13][C:14]([C:16]1[S:20][C:19]([NH:21][C:22](=[O:24])[CH3:23])=[N:18][C:17]=1[CH2:25][O:26][CH3:27])=O)=S)C.C(O)=O.Cl.CO. The catalyst is C(Cl)Cl. The product is [CH3:27][O:26][CH2:25][C:17]1[N:18]=[C:19]([NH:21][C:22](=[O:24])[CH3:23])[S:20][C:16]=1[C:14]1[S:6][C:7]2[CH:8]=[N:9][CH:10]=[CH:11][C:12]=2[N:13]=1. The yield is 0.141. (8) The reactants are [CH3:1][C:2]([O:5][C:6]([NH:8][C@H:9]([C:18]([OH:20])=O)[CH2:10][CH2:11][C:12]1[CH:17]=[CH:16][CH:15]=[CH:14][CH:13]=1)=[O:7])([CH3:4])[CH3:3].C[Si](C=[N+]=[N-])(C)C.[NH2:28][OH:29].Cl.[OH-].[K+].Cl. The catalyst is CCOCC.CO.C(Cl)Cl.CO. The product is [OH:29][NH:28][C:18]([C@@H:9]([NH:8][C:6]([O:5][C:2]([CH3:4])([CH3:3])[CH3:1])=[O:7])[CH2:10][CH2:11][C:12]1[CH:17]=[CH:16][CH:15]=[CH:14][CH:13]=1)=[O:20]. The yield is 0.499. (9) The reactants are [Br:1][C:2]1[CH:7]=[CH:6][C:5]([NH:8][C:9]2[C:10]([C:19]([NH:21][NH2:22])=[O:20])=[CH:11][C:12]3[NH:16][CH:15]=[N:14][C:13]=3[C:17]=2[F:18])=[C:4]([CH3:23])[CH:3]=1.[N:24]#[C:25]Br.C([O-])(O)=O.[Na+]. The catalyst is O1CCOCC1.C(Cl)Cl.O.[Cl-].[Na+].O. The product is [NH2:24][C:25]1[O:20][C:19]([C:10]2[C:9]([NH:8][C:5]3[CH:6]=[CH:7][C:2]([Br:1])=[CH:3][C:4]=3[CH3:23])=[C:17]([F:18])[C:13]3[N:14]=[CH:15][NH:16][C:12]=3[CH:11]=2)=[N:21][N:22]=1. The yield is 0.550.